Dataset: Catalyst prediction with 721,799 reactions and 888 catalyst types from USPTO. Task: Predict which catalyst facilitates the given reaction. (1) Reactant: [OH:1][C:2]1[C:12]2[C:13]3[C:5]([CH2:6][CH:7]([O:14][Si:15]([O:18][C:19]([CH3:22])([CH3:21])[CH3:20])([CH3:17])[CH3:16])[C:8]=3[CH:9]=[CH:10][CH:11]=2)=[CH:4][CH:3]=1.[C:23](=O)([O-])[O-].[K+].[K+].CI. Product: [CH3:23][O:1][C:2]1[C:12]2[C:13]3[C:5]([CH2:6][CH:7]([O:14][Si:15]([O:18][C:19]([CH3:22])([CH3:21])[CH3:20])([CH3:16])[CH3:17])[C:8]=3[CH:9]=[CH:10][CH:11]=2)=[CH:4][CH:3]=1. The catalyst class is: 9. (2) Reactant: C[O:2][C:3]1[CH2:4][N:5]([CH3:16])[C:6]2[C:11]([CH:12]=1)=[C:10]([N+:13]([O-:15])=[O:14])[CH:9]=[CH:8][CH:7]=2.Cl.[Na]. Product: [CH3:16][N:5]1[C:6]2[C:11](=[C:10]([N+:13]([O-:15])=[O:14])[CH:9]=[CH:8][CH:7]=2)[CH2:12][C:3](=[O:2])[CH2:4]1. The catalyst class is: 7. (3) Reactant: [NH2:1][C:2]1[C:10]([Cl:11])=[CH:9][CH:8]=[CH:7][C:3]=1[C:4]([OH:6])=[O:5].S(OC)(O[CH3:16])(=O)=O.C(=O)([O-])[O-].[K+].[K+]. Product: [NH2:1][C:2]1[C:10]([Cl:11])=[CH:9][CH:8]=[CH:7][C:3]=1[C:4]([O:6][CH3:16])=[O:5]. The catalyst class is: 596. (4) Reactant: C1COCC1.Br[CH:7]1[CH2:9][CH2:8]1.[CH3:10][C:11]1[CH:18]=[CH:17][CH:16]=[CH:15][C:12]=1[C:13]#[N:14].[BH4-].[Na+]. Product: [CH:7]1([CH:13]([C:12]2[CH:15]=[CH:16][CH:17]=[CH:18][C:11]=2[CH3:10])[NH2:14])[CH2:9][CH2:8]1. The catalyst class is: 5. (5) Reactant: [OH:1][C@H:2]1[CH:7]([NH:8][C:9]([C:11]2[C:15]([NH:16][C:17]([C:19]3[CH:24]=[CH:23][CH:22]=[C:21]([C:25]4[CH:26]=[N:27][N:28]([CH2:30][CH2:31]Cl)[CH:29]=4)[N:20]=3)=[O:18])=[CH:14][N:13]([CH3:33])[N:12]=2)=[O:10])[CH2:6][CH2:5][NH:4][CH2:3]1.[C:34]([O-])([O-:36])=[O:35].[Cs+].[Cs+].[I-].[K+]. The catalyst class is: 16. Product: [OH:1][CH:2]1[CH:7]2[CH2:6][CH2:5][N:4]([C:34](=[O:35])[O:36][CH2:31][CH2:30][N:28]3[CH:29]=[C:25]([C:21]4[N:20]=[C:19]([C:17](=[O:18])[NH:16][C:15]5[C:11]([C:9](=[O:10])[NH:8]2)=[N:12][N:13]([CH3:33])[CH:14]=5)[CH:24]=[CH:23][CH:22]=4)[CH:26]=[N:27]3)[CH2:3]1.